This data is from Peptide-MHC class II binding affinity with 134,281 pairs from IEDB. The task is: Regression. Given a peptide amino acid sequence and an MHC pseudo amino acid sequence, predict their binding affinity value. This is MHC class II binding data. The peptide sequence is LSPLTKGILGFVFTL. The MHC is DRB1_0301 with pseudo-sequence DRB1_0301. The binding affinity (normalized) is 0.